This data is from Full USPTO retrosynthesis dataset with 1.9M reactions from patents (1976-2016). The task is: Predict the reactants needed to synthesize the given product. (1) Given the product [Cl:1][C:2]1[CH:3]=[CH:4][CH:5]=[C:6]2[C:11]=1[N:10]=[CH:9][N:8]=[C:7]2[C:12]1[CH:17]=[C:16]([CH:15]=[CH:14][C:13]=1[F:38])[O:18][C:19]1[CH:20]=[C:21]([S:25]([CH2:28][CH2:29][CH2:30][OH:31])(=[O:26])=[O:27])[CH:22]=[CH:23][CH:24]=1, predict the reactants needed to synthesize it. The reactants are: [Cl:1][C:2]1[CH:3]=[CH:4][CH:5]=[C:6]2[C:11]=1[N:10]=[CH:9][N:8]=[C:7]2[C:12]1[CH:17]=[C:16]([O:18][C:19]2[CH:24]=[CH:23][CH:22]=[C:21]([S:25]([CH2:28][CH2:29][CH2:30][O:31]C3CCCCO3)(=[O:27])=[O:26])[CH:20]=2)[CH:15]=[CH:14][C:13]=1[F:38].C1(S(O)(=O)=O)C=CC=CC=1. (2) Given the product [C:1]([O:4][CH2:5][C:6]([CH:10]([C:17]1[CH:18]=[C:19]2[C:23](=[CH:24][CH:25]=1)[N:22]([C:26]1[CH:27]=[CH:28][C:29]([F:32])=[CH:30][CH:31]=1)[N:21]=[CH:20]2)[C:11]1[CH:12]=[CH:13][CH:14]=[CH:15][CH:16]=1)([CH3:33])[C:7]([NH:39][C:35]1[S:34][CH:38]=[N:37][N:36]=1)=[O:9])(=[O:3])[CH3:2], predict the reactants needed to synthesize it. The reactants are: [C:1]([O:4][CH2:5][C:6]([CH3:33])([CH:10]([C:17]1[CH:18]=[C:19]2[C:23](=[CH:24][CH:25]=1)[N:22]([C:26]1[CH:31]=[CH:30][C:29]([F:32])=[CH:28][CH:27]=1)[N:21]=[CH:20]2)[C:11]1[CH:16]=[CH:15][CH:14]=[CH:13][CH:12]=1)[C:7]([OH:9])=O)(=[O:3])[CH3:2].[S:34]1[CH:38]=[N:37][N:36]=[C:35]1[NH2:39]. (3) Given the product [F:23][C:22]([F:25])([F:24])[C:21]1[C:16]([N:11]2[CH2:10][CH2:9][CH:8]([NH2:7])[CH2:13][CH2:12]2)=[N:17][CH:18]=[CH:19][CH:20]=1, predict the reactants needed to synthesize it. The reactants are: C(OC(=O)[NH:7][CH:8]1[CH2:13][CH2:12][NH:11][CH2:10][CH2:9]1)(C)(C)C.Cl[C:16]1[C:21]([C:22]([F:25])([F:24])[F:23])=[CH:20][CH:19]=[CH:18][N:17]=1. (4) Given the product [CH3:1][O:2][C:3](=[O:15])[C:4]1[CH:9]=[CH:8][C:7]([CH2:10][Br:16])=[C:6]([C:11]([F:12])([F:14])[F:13])[CH:5]=1, predict the reactants needed to synthesize it. The reactants are: [CH3:1][O:2][C:3](=[O:15])[C:4]1[CH:9]=[CH:8][C:7]([CH3:10])=[C:6]([C:11]([F:14])([F:13])[F:12])[CH:5]=1.[Br:16]N1C(=O)CCC1=O.